This data is from Full USPTO retrosynthesis dataset with 1.9M reactions from patents (1976-2016). The task is: Predict the reactants needed to synthesize the given product. (1) Given the product [NH3:12].[CH2:1]([O:8][C:9]1[CH:14]=[CH:13][N:12]([C:15]2[CH:16]=[N:17][C:18]([N:40]3[CH2:39][C@@H:38]4[CH2:37][N:36]([C:34]([O:33][C:29]([CH3:32])([CH3:31])[CH3:30])=[O:35])[CH2:43][C@@H:42]4[CH2:41]3)=[CH:19][CH:20]=2)[C:11](=[O:22])[CH:10]=1)[C:2]1[CH:7]=[CH:6][CH:5]=[CH:4][CH:3]=1, predict the reactants needed to synthesize it. The reactants are: [CH2:1]([O:8][C:9]1[CH:14]=[CH:13][N:12]([C:15]2[CH:16]=[N:17][C:18](F)=[CH:19][CH:20]=2)[C:11](=[O:22])[CH:10]=1)[C:2]1[CH:7]=[CH:6][CH:5]=[CH:4][CH:3]=1.C(=O)([O-])[O-].[K+].[K+].[C:29]([O:33][C:34]([N:36]1[CH2:43][CH:42]2[CH:38]([CH2:39][NH:40][CH2:41]2)[CH2:37]1)=[O:35])([CH3:32])([CH3:31])[CH3:30]. (2) Given the product [Br:11][C:4]1[S:3][C:2]([C:18]([O:20][C:21]([CH3:24])([CH3:23])[CH3:22])=[O:19])=[N:6][C:5]=1[C:7]([O:9][CH3:10])=[O:8], predict the reactants needed to synthesize it. The reactants are: N[C:2]1[S:3][C:4]([Br:11])=[C:5]([C:7]([O:9][CH3:10])=[O:8])[N:6]=1.N1C=CC=CC=1.[C:18](O[C:18]([O:20][C:21]([CH3:24])([CH3:23])[CH3:22])=[O:19])([O:20][C:21]([CH3:24])([CH3:23])[CH3:22])=[O:19].[Br-].[Li+]. (3) Given the product [CH3:40][C:36]1[N:35]=[C:34]([N:29]2[CH2:30][CH2:31][C:23]3([C:22](=[O:32])[N:21]([CH2:20][C:13]4[C:14]5[C:19](=[CH:18][CH:17]=[CH:16][CH:15]=5)[N:11]([S:1]([C:4]5[CH:10]=[CH:9][C:7]([CH3:8])=[CH:6][CH:5]=5)(=[O:2])=[O:3])[CH:12]=4)[CH2:26][CH2:25][CH2:24]3)[CH2:27][CH2:28]2)[CH:39]=[CH:38][CH:37]=1, predict the reactants needed to synthesize it. The reactants are: [S:1]([N:11]1[C:19]2[C:14](=[CH:15][CH:16]=[CH:17][CH:18]=2)[C:13]([CH2:20][N:21]2[CH2:26][CH2:25][CH2:24][C:23]3([CH2:31][CH2:30][NH:29][CH2:28][CH2:27]3)[C:22]2=[O:32])=[CH:12]1)([C:4]1[CH:10]=[CH:9][C:7]([CH3:8])=[CH:6][CH:5]=1)(=[O:3])=[O:2].Cl[C:34]1[CH:39]=[CH:38][CH:37]=[C:36]([CH3:40])[N:35]=1.C([O-])(C)(C)C.[Na+].C1(P(C2CCCCC2)C2C=CC=CC=2C2C=CC=CC=2N(C)C)CCCCC1. (4) The reactants are: [CH3:1][O:2][C:3]1[CH:8]=[CH:7][C:6]([N+:9]([O-])=O)=[CH:5][C:4]=1[NH:12][C:13]1[N:18]=[C:17]([N:19]2[CH:23]=[C:22]([CH:24]=O)[C:21]([CH3:26])=[N:20]2)[C:16]([CH3:27])=[CH:15][N:14]=1.Cl.[NH:29]1[CH2:32][CH:31]([OH:33])[CH2:30]1. Given the product [OH:33][CH:31]1[CH2:32][N:29]([CH2:24][C:22]2[C:21]([CH3:26])=[N:20][N:19]([C:17]3[C:16]([CH3:27])=[CH:15][N:14]=[C:13]([NH:12][C:4]4[CH:5]=[C:6]([NH:9][C:3](=[O:2])[CH:4]=[CH2:5])[CH:7]=[CH:8][C:3]=4[O:2][CH3:1])[N:18]=3)[CH:23]=2)[CH2:30]1, predict the reactants needed to synthesize it. (5) Given the product [Si:9]([O:16][CH2:17][CH2:18][CH:19]1[CH2:20][CH2:21][N:22]([C:5]2[CH:6]=[CH:7][C:2]([Cl:1])=[N:3][CH:4]=2)[CH2:23][CH2:24]1)([C:12]([CH3:14])([CH3:15])[CH3:13])([CH3:11])[CH3:10], predict the reactants needed to synthesize it. The reactants are: [Cl:1][C:2]1[CH:7]=[CH:6][C:5](I)=[CH:4][N:3]=1.[Si:9]([O:16][CH2:17][CH2:18][CH:19]1[CH2:24][CH2:23][NH:22][CH2:21][CH2:20]1)([C:12]([CH3:15])([CH3:14])[CH3:13])([CH3:11])[CH3:10].C1(P(C2C=CC=CC=2)C2C3OC4C(=CC=CC=4P(C4C=CC=CC=4)C4C=CC=CC=4)C(C)(C)C=3C=CC=2)C=CC=CC=1.CC(C)([O-])C.[Na+]. (6) Given the product [F:19][C:20]1[CH:26]=[CH:25][C:23]([NH:24][C:15](=[O:17])[CH2:14][C:9]2[NH:10][C:11](=[O:13])[CH:12]=[C:7]([N:1]3[CH2:2][CH2:3][O:4][CH2:5][CH2:6]3)[N:8]=2)=[C:22]([CH3:27])[CH:21]=1, predict the reactants needed to synthesize it. The reactants are: [N:1]1([C:7]2[N:8]=[C:9]([CH2:14][C:15]([O-:17])=O)[NH:10][C:11](=[O:13])[CH:12]=2)[CH2:6][CH2:5][O:4][CH2:3][CH2:2]1.[Na+].[F:19][C:20]1[CH:26]=[CH:25][C:23]([NH2:24])=[C:22]([CH3:27])[CH:21]=1. (7) Given the product [Cl:1][C:2]1[CH:10]=[C:9]([CH:8]=[CH:7][C:3]=1[C:4]([N:36]1[CH2:37][CH2:38][CH2:39][CH2:40][CH:35]1[CH2:34][N:32]([CH:26]1[CH2:31][CH2:30][CH2:29][CH2:28][CH2:27]1)[CH3:33])=[O:6])[C:11]([NH:13][CH:14]([C:16]1[NH:20][C:19]2[CH:21]=[CH:22][C:23]([Cl:25])=[CH:24][C:18]=2[N:17]=1)[CH3:15])=[O:12], predict the reactants needed to synthesize it. The reactants are: [Cl:1][C:2]1[CH:10]=[C:9]([C:11]([NH:13][CH:14]([C:16]2[NH:20][C:19]3[CH:21]=[CH:22][C:23]([Cl:25])=[CH:24][C:18]=3[N:17]=2)[CH3:15])=[O:12])[CH:8]=[CH:7][C:3]=1[C:4]([OH:6])=O.[CH:26]1([N:32]([CH2:34][CH:35]2[CH2:40][CH2:39][CH2:38][CH2:37][NH:36]2)[CH3:33])[CH2:31][CH2:30][CH2:29][CH2:28][CH2:27]1.C(N(C(C)C)CC)(C)C.ClCl. (8) Given the product [OH:2][CH2:1][C:3]1[CH:26]=[CH:25][C:6]([O:7][CH2:8][C:9]2[N:10]=[C:11]([C:15]3[S:19][C:18]([C:20]([O:22][CH2:23][CH3:24])=[O:21])=[CH:17][CH:16]=3)[O:12][C:13]=2[CH3:14])=[C:5]([O:27][CH3:28])[CH:4]=1, predict the reactants needed to synthesize it. The reactants are: [CH:1]([C:3]1[CH:26]=[CH:25][C:6]([O:7][CH2:8][C:9]2[N:10]=[C:11]([C:15]3[S:19][C:18]([C:20]([O:22][CH2:23][CH3:24])=[O:21])=[CH:17][CH:16]=3)[O:12][C:13]=2[CH3:14])=[C:5]([O:27][CH3:28])[CH:4]=1)=[O:2].C(O)C.[BH4-].[Na+].O. (9) Given the product [CH3:1][O:2][C:3]([C@H:5]1[C@H:9]([NH:10][C:11]([O:13][C:14]([CH3:17])([CH3:16])[CH3:15])=[O:12])[CH2:8][N:7]([CH2:19][C:20]2[C:29]3[C:24](=[CH:25][CH:26]=[CH:27][CH:28]=3)[CH:23]=[CH:22][CH:21]=2)[CH2:6]1)=[O:4], predict the reactants needed to synthesize it. The reactants are: [CH3:1][O:2][C:3]([C@H:5]1[C@H:9]([NH:10][C:11]([O:13][C:14]([CH3:17])([CH3:16])[CH3:15])=[O:12])[CH2:8][NH:7][CH2:6]1)=[O:4].Cl[CH2:19][C:20]1[C:29]2[C:24](=[CH:25][CH:26]=[CH:27][CH:28]=2)[CH:23]=[CH:22][CH:21]=1.N1C=CC=CC=1. (10) The reactants are: [F:1][CH:2]([F:17])[O:3][C:4]1[CH:5]=[C:6]([CH:11]=[CH:12][C:13]=1[N+:14]([O-])=O)[C:7]([O:9][CH3:10])=[O:8].[H][H]. Given the product [NH2:14][C:13]1[CH:12]=[CH:11][C:6]([C:7]([O:9][CH3:10])=[O:8])=[CH:5][C:4]=1[O:3][CH:2]([F:1])[F:17], predict the reactants needed to synthesize it.